From a dataset of Full USPTO retrosynthesis dataset with 1.9M reactions from patents (1976-2016). Predict the reactants needed to synthesize the given product. (1) The reactants are: [C:1]([N:4]1[CH2:9][CH2:8][N:7]([C:10]2[CH:15]=[CH:14][C:13]([NH:16][C:17]3[N:18]=[CH:19][C:20]4[CH:25]=[C:24]([CH:26]=O)[N:23]([CH:28]([CH2:31][CH3:32])[CH2:29][CH3:30])[C:21]=4[N:22]=3)=[CH:12][CH:11]=2)[CH2:6][CH2:5]1)(=[O:3])[CH3:2].[CH2:33]([NH2:39])[C:34]1[O:38][CH:37]=[CH:36][CH:35]=1.[BH-](OC(C)=O)(OC(C)=O)OC(C)=O.[Na+].C(O)(=O)C. Given the product [CH2:29]([CH:28]([N:23]1[C:21]2[N:22]=[C:17]([NH:16][C:13]3[CH:12]=[CH:11][C:10]([N:7]4[CH2:6][CH2:5][N:4]([C:1](=[O:3])[CH3:2])[CH2:9][CH2:8]4)=[CH:15][CH:14]=3)[N:18]=[CH:19][C:20]=2[CH:25]=[C:24]1[CH2:26][NH:39][CH2:33][C:34]1[O:38][CH:37]=[CH:36][CH:35]=1)[CH2:31][CH3:32])[CH3:30], predict the reactants needed to synthesize it. (2) Given the product [N:1]([CH2:4][CH:5]1[O:10][C:9]2[C:11]([C:15]3[CH:20]=[CH:19][CH:18]=[CH:17][C:16]=3[Cl:21])=[CH:12][CH:13]=[CH:14][C:8]=2[N:7]([CH2:23][CH2:24][CH3:25])[CH2:6]1)=[N+:2]=[N-:3], predict the reactants needed to synthesize it. The reactants are: [N:1]([CH2:4][CH:5]1[O:10][C:9]2[C:11]([C:15]3[CH:20]=[CH:19][CH:18]=[CH:17][C:16]=3[Cl:21])=[CH:12][CH:13]=[CH:14][C:8]=2[NH:7][CH2:6]1)=[N+:2]=[N-:3].I[CH2:23][CH2:24][CH3:25]. (3) Given the product [F:1][C:2]1[CH:16]=[C:15]([N+:17]([O-:19])=[O:18])[CH:14]=[CH:13][C:3]=1[O:4][C:5]1[CH:6]=[CH:7][C:8](=[O:11])[NH:9][CH:10]=1, predict the reactants needed to synthesize it. The reactants are: [F:1][C:2]1[CH:16]=[C:15]([N+:17]([O-:19])=[O:18])[CH:14]=[CH:13][C:3]=1[O:4][C:5]1[CH:6]=[CH:7][C:8]([O:11]C)=[N:9][CH:10]=1.Cl[Si](C)(C)C.[I-].[Na+]. (4) Given the product [F:32][C:15]1[CH:16]=[C:17]([N:20]2[CH2:24][C@H:23]([CH2:25][N:26]3[CH:30]=[CH:29][N:28]=[N:27]3)[O:22][C:21]2=[O:31])[CH:18]=[CH:19][C:14]=1[C:11]1[CH:12]=[N:13][C:8]([C:5]2[CH2:4][C@@H:3]([CH2:2][S:33][CH2:34][CH2:35][OH:36])[O:7][N:6]=2)=[CH:9][CH:10]=1, predict the reactants needed to synthesize it. The reactants are: Cl[CH2:2][C@H:3]1[O:7][N:6]=[C:5]([C:8]2[N:13]=[CH:12][C:11]([C:14]3[CH:19]=[CH:18][C:17]([N:20]4[CH2:24][C@H:23]([CH2:25][N:26]5[CH:30]=[CH:29][N:28]=[N:27]5)[O:22][C:21]4=[O:31])=[CH:16][C:15]=3[F:32])=[CH:10][CH:9]=2)[CH2:4]1.[SH:33][CH2:34][CH2:35][OH:36].C(=O)([O-])[O-].[K+].[K+].CN(C=O)C. (5) Given the product [Si:7]([O:3][CH2:2][CH2:1][OH:4])([C:10]([CH3:13])([CH3:12])[CH3:11])([CH3:9])[CH3:8], predict the reactants needed to synthesize it. The reactants are: [CH2:1]([OH:4])[CH2:2][OH:3].[H-].[Na+].[Si:7](Cl)([C:10]([CH3:13])([CH3:12])[CH3:11])([CH3:9])[CH3:8].P([O-])([O-])([O-])=O. (6) Given the product [Cl:24][C:2]([Cl:1])([Cl:23])[CH2:3][O:4][C:5](=[O:22])[C:6]1[CH:11]=[CH:10][CH:9]=[CH:8][C:7]=1[CH2:12][S:13][C:14]1[CH:19]=[CH:18][C:17]([CH2:20][O:21][C:34](=[O:35])[CH2:33][C:30]2[CH:29]=[CH:28][C:27]([C:26]([F:37])([F:25])[F:38])=[CH:32][CH:31]=2)=[CH:16][CH:15]=1, predict the reactants needed to synthesize it. The reactants are: [Cl:1][C:2]([Cl:24])([Cl:23])[CH2:3][O:4][C:5](=[O:22])[C:6]1[CH:11]=[CH:10][CH:9]=[CH:8][C:7]=1[CH2:12][S:13][C:14]1[CH:19]=[CH:18][C:17]([CH2:20][OH:21])=[CH:16][CH:15]=1.[F:25][C:26]([F:38])([F:37])[C:27]1[CH:32]=[CH:31][C:30]([CH2:33][C:34](O)=[O:35])=[CH:29][CH:28]=1. (7) Given the product [Cl:23][C:21]1[CH:20]=[CH:19][C:18]([O:24][CH2:25][C:26]2[CH:31]=[CH:30][C:29]([F:32])=[CH:28][C:27]=2[Cl:33])=[C:17]([C:12]2[N:11]([C:7]3[CH:6]=[C:5]([CH:10]=[CH:9][CH:8]=3)[C:4]([OH:34])=[O:3])[C:15]([CH3:16])=[CH:14][CH:13]=2)[CH:22]=1, predict the reactants needed to synthesize it. The reactants are: C([O:3][C:4](=[O:34])[C:5]1[CH:10]=[CH:9][CH:8]=[C:7]([N:11]2[C:15]([CH3:16])=[CH:14][CH:13]=[C:12]2[C:17]2[CH:22]=[C:21]([Cl:23])[CH:20]=[CH:19][C:18]=2[O:24][CH2:25][C:26]2[CH:31]=[CH:30][C:29]([F:32])=[CH:28][C:27]=2[Cl:33])[CH:6]=1)C.[OH-].[Na+].CCO.